Dataset: Full USPTO retrosynthesis dataset with 1.9M reactions from patents (1976-2016). Task: Predict the reactants needed to synthesize the given product. (1) Given the product [CH:20]1([C:23]2[C:24]([O:33][CH:34]3[CH2:41][CH2:40][C:37]4([CH2:39][CH2:38]4)[CH2:36][CH2:35]3)=[CH:25][C:26]([F:32])=[C:27]([CH:31]=2)[C:28]([NH:46][S:43]([CH3:42])(=[O:45])=[O:44])=[O:29])[CH2:22][CH2:21]1, predict the reactants needed to synthesize it. The reactants are: ClC1C(OC2CCC(=O)CC2)=CC(F)=C(C=1)C(O)=O.[CH:20]1([C:23]2[C:24]([O:33][CH:34]3[CH2:41][CH2:40][C:37]4([CH2:39][CH2:38]4)[CH2:36][CH2:35]3)=[CH:25][C:26]([F:32])=[C:27]([CH:31]=2)[C:28](O)=[O:29])[CH2:22][CH2:21]1.[CH3:42][S:43]([NH2:46])(=[O:45])=[O:44]. (2) The reactants are: [NH2:1][CH2:2][CH2:3][N:4]([CH2:17][CH3:18])[CH2:5][CH2:6][O:7][C:8]1[C:9]([N+:14]([O-:16])=[O:15])=[N:10][CH:11]=[CH:12][CH:13]=1.C(N(CCN[C:35]([C:37]1[CH:46]=[N:45][C:44]2[C:39](=[CH:40][CH:41]=[C:42]([I:47])[CH:43]=2)[N:38]=1)=[O:36])CCOC1C(F)=NC=CC=1)C. Given the product [CH2:17]([N:4]([CH2:3][CH2:2][NH:1][C:35]([C:37]1[CH:46]=[N:45][C:44]2[C:39](=[CH:40][CH:41]=[C:42]([I:47])[CH:43]=2)[N:38]=1)=[O:36])[CH2:5][CH2:6][O:7][C:8]1[C:9]([N+:14]([O-:16])=[O:15])=[N:10][CH:11]=[CH:12][CH:13]=1)[CH3:18], predict the reactants needed to synthesize it. (3) Given the product [Cl:26][C:19]1[CH:20]=[C:21]([Cl:25])[CH:22]=[C:23]([O:24][CH2:40][CH2:41][N:42]2[CH:46]=[CH:45][CH:44]=[N:43]2)[C:18]=1[C:4]1[C:5]2[CH2:10][NH:9][CH2:8][C:6]=2[N:7]=[C:2]([NH2:1])[N:3]=1, predict the reactants needed to synthesize it. The reactants are: [NH2:1][C:2]1[N:3]=[C:4]([C:18]2[C:23]([OH:24])=[CH:22][C:21]([Cl:25])=[CH:20][C:19]=2[Cl:26])[C:5]2[CH2:10][N:9](C(OC(C)(C)C)=O)[CH2:8][C:6]=2[N:7]=1.C([O-])([O-])=O.[Na+].[Na+].C(=O)([O-])[O-].[K+].[K+].Br[CH2:40][CH2:41][N:42]1[CH:46]=[CH:45][CH:44]=[N:43]1.Cl. (4) Given the product [C:28]([C:32]1[CH:42]=[CH:41][C:35]([O:36][CH2:37][C@@H:38]([OH:39])[CH2:40][N:19]2[CH2:18][CH2:17][C:16]3([O:15][C:14]4[C:24]5[C:10]([C:11](=[O:27])[C:12](=[O:26])[C:13]=4[S:23][CH2:22]3)=[CH:9][CH:8]=[C:7]([N:1]3[CH2:6][CH2:5][O:4][CH2:3][CH2:2]3)[CH:25]=5)[CH2:21][CH2:20]2)=[CH:34][CH:33]=1)([CH3:29])([CH3:30])[CH3:31], predict the reactants needed to synthesize it. The reactants are: [N:1]1([C:7]2[CH:25]=[C:24]3[C:10]([C:11](=[O:27])[C:12](=[O:26])[C:13]4[S:23][CH2:22][C:16]5([CH2:21][CH2:20][NH:19][CH2:18][CH2:17]5)[O:15][C:14]=43)=[CH:9][CH:8]=2)[CH2:6][CH2:5][O:4][CH2:3][CH2:2]1.[C:28]([C:32]1[CH:42]=[CH:41][C:35]([O:36][CH2:37][C@@H:38]2[CH2:40][O:39]2)=[CH:34][CH:33]=1)([CH3:31])([CH3:30])[CH3:29]. (5) Given the product [Br:1][C:2]1[CH:6]=[N:5][N:4]([CH3:7])[C:3]=1[NH:8][C:9]1[CH:14]=[CH:13][C:12]([C:19]2[CH:18]=[C:17]([F:16])[CH:22]=[C:21]([F:23])[CH:20]=2)=[CH:11][CH:10]=1, predict the reactants needed to synthesize it. The reactants are: [Br:1][C:2]1[CH:6]=[N:5][N:4]([CH3:7])[C:3]=1[NH:8][C:9]1[CH:14]=[CH:13][C:12](I)=[CH:11][CH:10]=1.[F:16][C:17]1[CH:18]=[C:19](B(O)O)[CH:20]=[C:21]([F:23])[CH:22]=1.C(=O)([O-])[O-].[Cs+].[Cs+].COCCOC. (6) Given the product [N:1]([C@H:4]1[C@@H:17]([OH:18])[C@H:16]([F:25])[C@@H:15]([CH2:26][OH:27])[O:14][C@H:5]1[O:6][CH2:7][C:8]1[CH:9]=[CH:10][CH:11]=[CH:12][CH:13]=1)=[N+:2]=[N-:3], predict the reactants needed to synthesize it. The reactants are: [N:1]([C@H:4]1[C@@H:17]([O:18]C(=O)C(C)(C)C)[C@H:16]([F:25])[C@@H:15]([CH2:26][O:27]C(=O)C(C)(C)C)[O:14][C@H:5]1[O:6][CH2:7][C:8]1[CH:13]=[CH:12][CH:11]=[CH:10][CH:9]=1)=[N+:2]=[N-:3].C[O-].[Na+].